Dataset: Reaction yield outcomes from USPTO patents with 853,638 reactions. Task: Predict the reaction yield, written as a fraction of the theoretical maximum amount of product (1.0 means a 100% yield; for example, 0.34 means a 34% yield). (1) The reactants are [NH:1]1[CH2:6][CH2:5][NH:4][CH2:3][C:2]1=[O:7].[Cl:8][C:9]1[CH:10]=[C:11]([S:16](Cl)(=[O:18])=[O:17])[CH:12]=[CH:13][C:14]=1[Cl:15].C(N(C(C)C)CC)(C)C. The catalyst is ClCCl. The product is [Cl:8][C:9]1[CH:10]=[C:11]([S:16]([N:4]2[CH2:5][CH2:6][NH:1][C:2](=[O:7])[CH2:3]2)(=[O:17])=[O:18])[CH:12]=[CH:13][C:14]=1[Cl:15]. The yield is 0.903. (2) The reactants are [NH2:1][C:2]1[CH:7]=[CH:6][C:5]([C:8]2[CH:13]=[CH:12][C:11]([C:14]([C@@H:16]3[CH2:19][CH2:18][C@H:17]3[C:20]([O:22]C)=[O:21])=[O:15])=[CH:10][CH:9]=2)=[CH:4][CH:3]=1.Cl[C:25]1[S:26][C:27]2[CH:33]=[C:32]([Cl:34])[CH:31]=[CH:30][C:28]=2[N:29]=1.[OH-].[Na+]. The catalyst is C(O)CCC. The product is [Cl:34][C:32]1[CH:31]=[CH:30][C:28]2[N:29]=[C:25]([NH:1][C:2]3[CH:7]=[CH:6][C:5]([C:8]4[CH:13]=[CH:12][C:11]([C:14]([C@@H:16]5[CH2:19][CH2:18][C@H:17]5[C:20]([OH:22])=[O:21])=[O:15])=[CH:10][CH:9]=4)=[CH:4][CH:3]=3)[S:26][C:27]=2[CH:33]=1. The yield is 0.100.